From a dataset of NCI-60 drug combinations with 297,098 pairs across 59 cell lines. Regression. Given two drug SMILES strings and cell line genomic features, predict the synergy score measuring deviation from expected non-interaction effect. Drug 1: C#CCC(CC1=CN=C2C(=N1)C(=NC(=N2)N)N)C3=CC=C(C=C3)C(=O)NC(CCC(=O)O)C(=O)O. Drug 2: CC1C(C(CC(O1)OC2CC(CC3=C2C(=C4C(=C3O)C(=O)C5=CC=CC=C5C4=O)O)(C(=O)C)O)N)O. Cell line: CCRF-CEM. Synergy scores: CSS=49.5, Synergy_ZIP=-3.21, Synergy_Bliss=-3.86, Synergy_Loewe=-0.311, Synergy_HSA=1.90.